Task: Predict the reactants needed to synthesize the given product.. Dataset: Retrosynthesis with 50K atom-mapped reactions and 10 reaction types from USPTO The reactants are: CCOCCN.O=[N+]([O-])c1ccccc1Cl. Given the product CCOCCNc1ccccc1[N+](=O)[O-], predict the reactants needed to synthesize it.